Dataset: Full USPTO retrosynthesis dataset with 1.9M reactions from patents (1976-2016). Task: Predict the reactants needed to synthesize the given product. (1) Given the product [CH3:20][C:19]([Si:16]([CH3:18])([CH3:17])[O:15][C@H:3]1[C@H:2]([NH:1][C:24](=[O:23])[CH2:25][OH:26])[CH2:7][CH2:6][N:5]([C:8]([O:10][C:11]([CH3:12])([CH3:13])[CH3:14])=[O:9])[CH2:4]1)([CH3:22])[CH3:21], predict the reactants needed to synthesize it. The reactants are: [NH2:1][C@@H:2]1[CH2:7][CH2:6][N:5]([C:8]([O:10][C:11]([CH3:14])([CH3:13])[CH3:12])=[O:9])[CH2:4][C@H:3]1[O:15][Si:16]([C:19]([CH3:22])([CH3:21])[CH3:20])([CH3:18])[CH3:17].[OH:23][CH2:24][C:25](O)=[O:26].CCN(C(C)C)C(C)C.CN(C(ON1N=NC2C=CC=NC1=2)=[N+](C)C)C.F[P-](F)(F)(F)(F)F. (2) Given the product [CH2:30]([N:32]([CH2:36][CH3:37])[CH2:33][CH2:34][O:10][C:7]1[CH:8]=[N:9][C:4]([N+:1]([O-:3])=[O:2])=[CH:5][CH:6]=1)[CH3:31], predict the reactants needed to synthesize it. The reactants are: [N+:1]([C:4]1[N:9]=[CH:8][C:7]([OH:10])=[CH:6][CH:5]=1)([O-:3])=[O:2].C1C=CC(P(C2C=CC=CC=2)C2C=CC=CC=2)=CC=1.[CH2:30]([N:32]([CH2:36][CH3:37])[CH2:33][CH2:34]O)[CH3:31].CC(OC(/N=N/C(OC(C)C)=O)=O)C.